From a dataset of Blood-brain barrier permeability classification from the B3DB database. Regression/Classification. Given a drug SMILES string, predict its absorption, distribution, metabolism, or excretion properties. Task type varies by dataset: regression for continuous measurements (e.g., permeability, clearance, half-life) or binary classification for categorical outcomes (e.g., BBB penetration, CYP inhibition). Dataset: b3db_classification. (1) The compound is CC(C)[C@@]1(O)CCN2C[C@@H]3c4ccccc4CCc4cccc(c43)[C@H]2C1. The result is 1 (penetrates BBB). (2) The molecule is CC(C)C[C@@H]1NC(=O)[C@H](CCCN)NC(=O)[C@H](C(C)C)NC(=O)[C@@H]2CCCN2C(=O)[C@@H](Cc2ccccc2)NC(=O)[C@H](CC(C)C)NC(=O)[C@H](CCCN)NC(=O)[C@H](C(C)C)NC(=O)[C@@H]2CCCN2C(=O)[C@@H](Cc2ccccc2)NC1=O. The result is 0 (does not penetrate BBB). (3) The drug is CC12Cc3cn[nH]c3CC1CCC1C2CCC2(C)C1CCC2(C)O. The result is 0 (does not penetrate BBB). (4) The molecule is C=CCC1(C(C)CCC)C(=O)NC(=O)NC1=O. The result is 1 (penetrates BBB). (5) The compound is CN1[C@H]2CC[C@H]1CC(OC(=O)[C@H](O)c1ccccc1)C2. The result is 1 (penetrates BBB). (6) The drug is CCN(CC)CCCC(=O)c1cc(Cl)c(N)cc1OC. The result is 1 (penetrates BBB).